Dataset: Full USPTO retrosynthesis dataset with 1.9M reactions from patents (1976-2016). Task: Predict the reactants needed to synthesize the given product. (1) Given the product [CH:1]([C:3]1[CH:22]=[CH:21][C:6]2[S:7][C:8]([S:10]([NH:13][CH2:14][P:15](=[O:20])([O:18][CH3:19])[O:16][CH3:17])(=[O:12])=[O:11])=[CH:9][C:5]=2[CH:4]=1)=[O:24], predict the reactants needed to synthesize it. The reactants are: [CH:1]([C:3]1[CH:22]=[CH:21][C:6]2[S:7][C:8]([S:10]([NH:13][CH2:14][P:15](=[O:20])([O:18][CH3:19])[O:16][CH3:17])(=[O:12])=[O:11])=[CH:9][C:5]=2[CH:4]=1)=C.I([O-])(=O)(=O)=[O:24].[Na+]. (2) Given the product [CH2:10]([N:17]1[CH2:22][CH2:21][CH:20]([CH2:23][CH:24]([C:2]2[CH:7]=[CH:6][CH:5]=[CH:4][C:3]=2[O:8][CH3:9])[OH:25])[CH2:19][CH2:18]1)[C:11]1[CH:16]=[CH:15][CH:14]=[CH:13][CH:12]=1, predict the reactants needed to synthesize it. The reactants are: Br[C:2]1[CH:7]=[CH:6][CH:5]=[CH:4][C:3]=1[O:8][CH3:9].[CH2:10]([N:17]1[CH2:22][CH2:21][CH:20]([CH2:23][CH:24]=[O:25])[CH2:19][CH2:18]1)[C:11]1[CH:16]=[CH:15][CH:14]=[CH:13][CH:12]=1.[Cl-].[NH4+]. (3) Given the product [Cl:1][C:2]1[CH:7]=[CH:6][C:5]([C:8]2[N:12]([CH2:13][CH:14]=[O:24])[C:11](=[O:16])[N:10]([CH2:17][C:18]([O:20][CH3:21])=[O:19])[N:9]=2)=[CH:4][CH:3]=1, predict the reactants needed to synthesize it. The reactants are: [Cl:1][C:2]1[CH:7]=[CH:6][C:5]([C:8]2[N:12]([CH2:13][CH:14]=C)[C:11](=[O:16])[N:10]([CH2:17][C:18]([O:20][CH3:21])=[O:19])[N:9]=2)=[CH:4][CH:3]=1.O.I([O-])(=O)(=O)=[O:24].[Na+]. (4) Given the product [Cl:1][C:2]1[CH:3]=[CH:4][C:5]([CH:8]([C:14]2[CH:15]=[CH:16][C:17]([Cl:20])=[CH:18][CH:19]=2)[CH2:9][C:10]([O:12][CH3:13])=[O:11])=[CH:6][CH:7]=1, predict the reactants needed to synthesize it. The reactants are: [Cl:1][C:2]1[CH:7]=[CH:6][C:5]([C:8]([C:14]2[CH:19]=[CH:18][C:17]([Cl:20])=[CH:16][CH:15]=2)=[CH:9][C:10]([O:12][CH3:13])=[O:11])=[CH:4][CH:3]=1. (5) Given the product [CH2:1]([C@@H:8]1[C@@H:16]([O:17][CH2:18][CH2:19][CH2:20][O:21][CH3:32])[C@H:15]([CH3:22])[O:14][C:13](=[O:23])[C@@H:12]([NH:24][C:25](=[O:31])[O:26][C:27]([CH3:30])([CH3:29])[CH3:28])[CH2:11][O:10][CH2:9]1)[C:2]1[CH:3]=[CH:4][CH:5]=[CH:6][CH:7]=1, predict the reactants needed to synthesize it. The reactants are: [CH2:1]([C@@H:8]1[C@@H:16]([O:17][CH2:18][CH2:19][CH2:20][OH:21])[C@H:15]([CH3:22])[O:14][C:13](=[O:23])[C@@H:12]([NH:24][C:25](=[O:31])[O:26][C:27]([CH3:30])([CH3:29])[CH3:28])[CH2:11][O:10][CH2:9]1)[C:2]1[CH:7]=[CH:6][CH:5]=[CH:4][CH:3]=1.[CH3:32]N(C1C2C(N(C)C)=CC=CC=2C=CC=1)C.F[B-](F)(F)F.C[O+](C)C. (6) Given the product [CH:1]1([CH2:4][N:5]2[C:9]3[CH:10]=[CH:11][C:12]([S:14]([C:17]4([C:23]([NH2:36])=[O:24])[CH2:18][CH2:19][O:20][CH2:21][CH2:22]4)(=[O:16])=[O:15])=[CH:13][C:8]=3[N:7]=[C:6]2[CH2:26][C:27]([CH3:28])([CH3:29])[CH3:30])[CH2:3][CH2:2]1, predict the reactants needed to synthesize it. The reactants are: [CH:1]1([CH2:4][N:5]2[C:9]3[CH:10]=[CH:11][C:12]([S:14]([C:17]4([C:23](O)=[O:24])[CH2:22][CH2:21][O:20][CH2:19][CH2:18]4)(=[O:16])=[O:15])=[CH:13][C:8]=3[N:7]=[C:6]2[CH2:26][C:27]([CH3:30])([CH3:29])[CH3:28])[CH2:3][CH2:2]1.S(Cl)(Cl)=O.C[N:36](C)C=O.